Dataset: Forward reaction prediction with 1.9M reactions from USPTO patents (1976-2016). Task: Predict the product of the given reaction. (1) Given the reactants C(OC([N:8]1[CH2:13][CH2:12][C:11](=[CH:14][C:15]2[CH:20]=[CH:19][CH:18]=[CH:17][C:16]=2[C:21]([N:23]2[CH2:37][C:26]3=[C:27]4[N:32]([N:33]=[C:25]3[CH2:24]2)[C:31]([CH3:34])=[C:30]([Cl:35])[C:29]([CH3:36])=[N:28]4)=[O:22])[CH2:10][CH2:9]1)=O)(C)(C)C.C(O)(C(F)(F)F)=O, predict the reaction product. The product is: [Cl:35][C:30]1[C:29]([CH3:36])=[N:28][C:27]2[N:32]([N:33]=[C:25]3[CH2:24][N:23]([C:21]([C:16]4[CH:17]=[CH:18][CH:19]=[CH:20][C:15]=4[CH:14]=[C:11]4[CH2:12][CH2:13][NH:8][CH2:9][CH2:10]4)=[O:22])[CH2:37][C:26]3=2)[C:31]=1[CH3:34]. (2) Given the reactants [F:1][C:2]([C:9]1[CH:17]=[CH:16][CH:15]=[C:14]2[C:10]=1[CH2:11][CH2:12][C@@H:13]2[OH:18])([F:8])[C:3]([O:6][CH3:7])([CH3:5])[CH3:4].[CH3:19][O:20][C:21](=[O:33])[CH2:22][C@H:23]1[C:27]2[CH:28]=[CH:29][C:30](O)=[CH:31][C:26]=2[O:25][CH2:24]1, predict the reaction product. The product is: [CH3:19][O:20][C:21](=[O:33])[CH2:22][C@H:23]1[C:27]2[CH:28]=[CH:29][C:30]([O:18][C@H:13]3[C:14]4[C:10](=[C:9]([C:2]([F:8])([F:1])[C:3]([O:6][CH3:7])([CH3:4])[CH3:5])[CH:17]=[CH:16][CH:15]=4)[CH2:11][CH2:12]3)=[CH:31][C:26]=2[O:25][CH2:24]1. (3) Given the reactants [NH2:1][C:2]1[N:3]([C:14]([O:16][C:17]([CH3:20])([CH3:19])[CH3:18])=[O:15])[CH:4]=[C:5]([CH2:7][CH2:8][CH2:9][CH2:10][CH2:11][C:12]#[CH:13])[N:6]=1.[N:21]([CH2:24][CH2:25][NH:26][C:27](=[O:35])[C:28]1[CH:33]=[CH:32][CH:31]=[CH:30][C:29]=1[I:34])=[N+:22]=[N-:23], predict the reaction product. The product is: [NH2:1][C:2]1[N:3]([C:14]([O:16][C:17]([CH3:20])([CH3:19])[CH3:18])=[O:15])[CH:4]=[C:5]([CH2:7][CH2:8][CH2:9][CH2:10][CH2:11][C:12]2[N:23]=[N:22][N:21]([CH2:24][CH2:25][NH:26][C:27](=[O:35])[C:28]3[CH:33]=[CH:32][CH:31]=[CH:30][C:29]=3[I:34])[CH:13]=2)[N:6]=1. (4) Given the reactants [CH2:1]([O:3][C:4]([C:6]1[NH:7][C:8]2[C:13]([C:14]=1[Cl:15])=[CH:12][CH:11]=[CH:10][CH:9]=2)=[O:5])[CH3:2].CN(C)C=O.[CH:21]([C:23]1[CH:28]=[CH:27][C:26](B(O)O)=[CH:25][CH:24]=1)=[O:22].C(N(CC)C(C)C)(C)C, predict the reaction product. The product is: [CH2:1]([O:3][C:4]([C:6]1[N:7]([C:26]2[CH:27]=[CH:28][C:23]([CH:21]=[O:22])=[CH:24][CH:25]=2)[C:8]2[C:13]([C:14]=1[Cl:15])=[CH:12][CH:11]=[CH:10][CH:9]=2)=[O:5])[CH3:2]. (5) Given the reactants [F:1][C:2]1[C:10]([F:11])=[CH:9][C:8]([I:12])=[CH:7][C:3]=1[C:4](O)=[O:5].[CH:13]([N:16](C(C)C)[CH2:17]C)(C)C.CC(C)(C)C(Cl)=O.CNC, predict the reaction product. The product is: [F:1][C:2]1[C:10]([F:11])=[CH:9][C:8]([I:12])=[CH:7][C:3]=1[C:4]([N:16]([CH3:17])[CH3:13])=[O:5]. (6) Given the reactants [Cl:1][C:2]1[CH:3]=[N:4][C:5]2[C:10]([CH:11]=1)=[CH:9][C:8]([CH2:12]Cl)=[CH:7][CH:6]=2.[CH3:14][C:15]1[CH:16]=[C:17]([CH:22]=[C:23]([Sn](C)(C)C)[N:24]=1)[C:18]([O:20][CH3:21])=[O:19].O1CCOCC1, predict the reaction product. The product is: [Cl:1][C:2]1[CH:3]=[N:4][C:5]2[C:10]([CH:11]=1)=[CH:9][C:8]([CH2:12][C:23]1[CH:22]=[C:17]([CH:16]=[C:15]([CH3:14])[N:24]=1)[C:18]([O:20][CH3:21])=[O:19])=[CH:7][CH:6]=2. (7) Given the reactants [NH:1]1[C:9]2[C:4](=[CH:5][CH:6]=[CH:7][CH:8]=2)[C:3]([CH:10]([C:14]2[C:22]3[C:17](=[CH:18][CH:19]=[CH:20][CH:21]=3)[NH:16][CH:15]=2)[CH2:11][CH2:12][CH3:13])=[CH:2]1.[CH2:23](Cl)[C:24]1[CH:29]=[CH:28][CH:27]=[CH:26][CH:25]=1, predict the reaction product. The product is: [CH2:23]([N:1]1[C:9]2[C:4](=[CH:5][CH:6]=[CH:7][CH:8]=2)[C:3]([CH:10]([C:14]2[C:22]3[C:17](=[CH:18][CH:19]=[CH:20][CH:21]=3)[N:16]([CH2:3][C:4]3[CH:9]=[CH:8][CH:7]=[CH:6][CH:5]=3)[CH:15]=2)[CH2:11][CH2:12][CH3:13])=[CH:2]1)[C:24]1[CH:29]=[CH:28][CH:27]=[CH:26][CH:25]=1. (8) Given the reactants I[CH2:2][C@H:3]1[O:8][C@@H:7]([C:9]2[CH:14]=[CH:13][N:12]=[CH:11][C:10]=2[NH2:15])[CH2:6][C@@H:5]([O:16][Si:17]([CH:24]([CH3:26])[CH3:25])([CH:21]([CH3:23])[CH3:22])[CH:18]([CH3:20])[CH3:19])[C@@H:4]1[O:27][Si:28]([CH:35]([CH3:37])[CH3:36])([CH:32]([CH3:34])[CH3:33])[CH:29]([CH3:31])[CH3:30].[C-:38]#[N:39].[K+], predict the reaction product. The product is: [NH2:15][C:10]1[CH:11]=[N:12][CH:13]=[CH:14][C:9]=1[C@@H:7]1[O:8][C@H:3]([CH2:2][C:38]#[N:39])[C@@H:4]([O:27][Si:28]([CH:29]([CH3:30])[CH3:31])([CH:35]([CH3:37])[CH3:36])[CH:32]([CH3:34])[CH3:33])[C@H:5]([O:16][Si:17]([CH:21]([CH3:22])[CH3:23])([CH:24]([CH3:26])[CH3:25])[CH:18]([CH3:20])[CH3:19])[CH2:6]1.